Task: Predict the product of the given reaction.. Dataset: Forward reaction prediction with 1.9M reactions from USPTO patents (1976-2016) (1) Given the reactants [C:1]([C:3]1[CH:8]=[CH:7][C:6]([CH:9]2[N:14]3[CH:15]=[CH:16][N:17]=[C:13]3[NH:12][C:11]([CH3:18])=[C:10]2[C:19]([O:21][CH2:22][CH3:23])=[O:20])=[CH:5][CH:4]=1)#[N:2].[F:24][C:25]([F:36])([F:35])[C:26]1[CH:27]=[C:28](B(O)O)[CH:29]=[CH:30][CH:31]=1.N1C=CC=CC=1.C(N(CC)CC)C, predict the reaction product. The product is: [C:1]([C:3]1[CH:4]=[CH:5][C:6]([CH:9]2[N:14]3[CH:15]=[CH:16][N:17]=[C:13]3[N:12]([C:30]3[CH:29]=[CH:28][CH:27]=[C:26]([C:25]([F:36])([F:35])[F:24])[CH:31]=3)[C:11]([CH3:18])=[C:10]2[C:19]([O:21][CH2:22][CH3:23])=[O:20])=[CH:7][CH:8]=1)#[N:2]. (2) Given the reactants CCN=C=NCCCN(C)C.CS(C)=O.[CH3:16][O:17][C:18](=[O:34])[CH2:19][CH2:20][CH2:21][CH:22]=[CH:23][CH2:24][N:25]1[C:30](=[O:31])[CH2:29][CH2:28][CH2:27][C@@H:26]1[CH2:32][OH:33].FC(F)(F)C([O-])=O.[NH+]1C=CC=CC=1, predict the reaction product. The product is: [CH3:16][O:17][C:18](=[O:34])[CH2:19][CH2:20][CH2:21][CH:22]=[CH:23][CH2:24][N:25]1[C:30](=[O:31])[CH2:29][CH2:28][CH2:27][C@@H:26]1[CH:32]=[O:33]. (3) Given the reactants [CH2:1]([N:5]([CH2:18][CH3:19])[C:6]1[CH:13]=[CH:12][C:11]([C:14]([F:17])([F:16])[F:15])=[CH:10][C:7]=1[CH:8]=[O:9])[CH2:2][CH2:3][CH3:4].CC(=CC)C.O.O.P([O-])(O)(O)=[O:28].[Na+].Cl([O-])=O.[Na+], predict the reaction product. The product is: [CH2:1]([N:5]([CH2:18][CH3:19])[C:6]1[CH:13]=[CH:12][C:11]([C:14]([F:15])([F:16])[F:17])=[CH:10][C:7]=1[C:8]([OH:28])=[O:9])[CH2:2][CH2:3][CH3:4]. (4) Given the reactants [Si]([O:8][CH2:9][C@H:10]1[CH2:12][N:11]1[C:13]([O:15][C:16]([CH3:19])([CH3:18])[CH3:17])=[O:14])(C(C)(C)C)(C)C.CCCC[N+](CCCC)(CCCC)CCCC.[F-].C1COCC1.[N+:43]([C:46]1[CH:51]=[CH:50][C:49]([S:52](Cl)(=[O:54])=[O:53])=[CH:48][CH:47]=1)([O-:45])=[O:44], predict the reaction product. The product is: [N+:43]([C:46]1[CH:47]=[CH:48][C:49]([S:52]([O:8][CH2:9][C@H:10]2[CH2:12][N:11]2[C:13]([O:15][C:16]([CH3:17])([CH3:18])[CH3:19])=[O:14])(=[O:54])=[O:53])=[CH:50][CH:51]=1)([O-:45])=[O:44]. (5) Given the reactants [SH:1][CH2:2][CH2:3][OH:4].[C:5]([O:13][CH2:14][CH2:15]I)(=[O:12])[C:6]1[CH:11]=[CH:10][CH:9]=[CH:8][CH:7]=1.C(N(C(C)C)C(C)C)C.O, predict the reaction product. The product is: [C:5]([O:13][CH2:14][CH2:15][S:1][CH2:2][CH2:3][OH:4])(=[O:12])[C:6]1[CH:11]=[CH:10][CH:9]=[CH:8][CH:7]=1.